Dataset: Peptide-MHC class II binding affinity with 134,281 pairs from IEDB. Task: Regression. Given a peptide amino acid sequence and an MHC pseudo amino acid sequence, predict their binding affinity value. This is MHC class II binding data. (1) The peptide sequence is YDKQLANVSTVLTGK. The MHC is DRB1_0101 with pseudo-sequence DRB1_0101. The binding affinity (normalized) is 0.677. (2) The peptide sequence is FTTTLFLHLVGFPTH. The MHC is DRB1_0901 with pseudo-sequence DRB1_0901. The binding affinity (normalized) is 0.220. (3) The peptide sequence is ISTNIRQAGVQYSRA. The MHC is HLA-DQA10501-DQB10201 with pseudo-sequence HLA-DQA10501-DQB10201. The binding affinity (normalized) is 0.140.